Dataset: Full USPTO retrosynthesis dataset with 1.9M reactions from patents (1976-2016). Task: Predict the reactants needed to synthesize the given product. (1) Given the product [OH:26][C:27]1([CH3:33])[CH2:32][CH2:31][N:30]([CH2:2][C:3]2[CH:8]=[CH:7][C:6]([CH2:9][CH2:10][N:11]3[CH:16]=[CH:15][C:14]([O:17][CH2:18][C:19]4[CH:24]=[CH:23][CH:22]=[CH:21][N:20]=4)=[CH:13][C:12]3=[O:25])=[CH:5][CH:4]=2)[CH2:29][CH2:28]1, predict the reactants needed to synthesize it. The reactants are: Br[CH2:2][C:3]1[CH:8]=[CH:7][C:6]([CH2:9][CH2:10][N:11]2[CH:16]=[CH:15][C:14]([O:17][CH2:18][C:19]3[CH:24]=[CH:23][CH:22]=[CH:21][N:20]=3)=[CH:13][C:12]2=[O:25])=[CH:5][CH:4]=1.[OH:26][C:27]1([CH3:33])[CH2:32][CH2:31][NH:30][CH2:29][CH2:28]1.C(N(C(C)C)C(C)C)C. (2) Given the product [OH:19][CH:27]1[CH2:28][CH2:29][N:30]([C:33]2[CH:40]=[CH:39][C:36]([C:37]#[N:38])=[CH:35][CH:34]=2)[CH2:31][CH2:32]1, predict the reactants needed to synthesize it. The reactants are: [F-].C([N+](CCCC)(CCCC)CCCC)CCC.[O:19]([CH:27]1[CH2:32][CH2:31][N:30]([C:33]2[CH:40]=[CH:39][C:36]([C:37]#[N:38])=[CH:35][CH:34]=2)[CH2:29][CH2:28]1)[Si](C(C)(C)C)(C)C. (3) Given the product [Cl:1][C:2]1[CH:3]=[C:4]2[C:8](=[CH:9][CH:10]=1)[N:7]([CH2:11][C:12]([OH:14])=[O:13])[C:6]([CH3:15])=[C:5]2[C:16]1[C:25]2[C:20](=[CH:21][CH:22]=[CH:23][CH:24]=2)[C:19](=[O:26])[N:18]([CH2:37][C:38]2[C:47]3[C:42](=[CH:43][CH:44]=[CH:45][CH:46]=3)[N:41]=[C:40]([CH3:48])[CH:39]=2)[N:17]=1, predict the reactants needed to synthesize it. The reactants are: [Cl:1][C:2]1[CH:3]=[C:4]2[C:8](=[CH:9][CH:10]=1)[N:7]([CH2:11][C:12]([OH:14])=[O:13])[C:6]([CH3:15])=[C:5]2[C:16]1[C:25]2[C:20](=[CH:21][CH:22]=[CH:23][CH:24]=2)[C:19](=[O:26])[N:18](CC2C=CC(Cl)=C(F)C=2)[N:17]=1.Cl[CH2:37][C:38]1[C:47]2[C:42](=[CH:43][CH:44]=[CH:45][CH:46]=2)[N:41]=[C:40]([CH3:48])[CH:39]=1. (4) The reactants are: [C:1]([N:4]1[C:13]2[C:8](=[CH:9][C:10]([C:14]3[CH:23]=[CH:22][C:17]([C:18]([O:20]C)=[O:19])=[CH:16][CH:15]=3)=[CH:11][CH:12]=2)[C@H:7]([NH:24][C:25]([O:27][CH:28]([CH3:30])[CH3:29])=[O:26])[CH2:6][C@@H:5]1[CH3:31])(=[O:3])[CH3:2].[OH-].[Na+]. Given the product [C:1]([N:4]1[C:13]2[C:8](=[CH:9][C:10]([C:14]3[CH:23]=[CH:22][C:17]([C:18]([OH:20])=[O:19])=[CH:16][CH:15]=3)=[CH:11][CH:12]=2)[C@H:7]([NH:24][C:25]([O:27][CH:28]([CH3:30])[CH3:29])=[O:26])[CH2:6][C@@H:5]1[CH3:31])(=[O:3])[CH3:2], predict the reactants needed to synthesize it. (5) Given the product [Cl:15][C:13]1[CH:12]=[CH:11][C:10]2[O:16][C:4]([SH:5])=[N:8][C:9]=2[CH:14]=1, predict the reactants needed to synthesize it. The reactants are: C(O[C:4]([S-])=[S:5])C.[K+].[NH2:8][C:9]1[CH:14]=[C:13]([Cl:15])[CH:12]=[CH:11][C:10]=1[OH:16].C(O)C.O.